This data is from Full USPTO retrosynthesis dataset with 1.9M reactions from patents (1976-2016). The task is: Predict the reactants needed to synthesize the given product. Given the product [CH2:14]([N:13]([P:18]([C:2]1[CH:7]=[CH:6][C:5]([CH3:8])=[CH:4][C:3]=1[CH3:9])[C:2]1[CH:7]=[CH:6][C:5]([CH3:8])=[CH:4][C:3]=1[CH3:9])[CH2:16][CH3:17])[CH3:15], predict the reactants needed to synthesize it. The reactants are: Br[C:2]1[CH:7]=[CH:6][C:5]([CH3:8])=[CH:4][C:3]=1[CH3:9].[Mg].II.[N:13]([P:18](Cl)Cl)([CH2:16][CH3:17])[CH2:14][CH3:15].